From a dataset of Catalyst prediction with 721,799 reactions and 888 catalyst types from USPTO. Predict which catalyst facilitates the given reaction. Reactant: [N:1]1[CH:6]=[CH:5][C:4]([C:7]2[CH:16]=[CH:15][CH:14]=[CH:13][C:8]=2[C:9]([O:11]C)=[O:10])=[N:3][CH:2]=1.[ClH:17]. Product: [ClH:17].[N:1]1[CH:6]=[CH:5][C:4]([C:7]2[CH:16]=[CH:15][CH:14]=[CH:13][C:8]=2[C:9]([OH:11])=[O:10])=[N:3][CH:2]=1. The catalyst class is: 15.